Dataset: Full USPTO retrosynthesis dataset with 1.9M reactions from patents (1976-2016). Task: Predict the reactants needed to synthesize the given product. (1) Given the product [NH2:41][CH2:33][CH2:32][CH2:31][NH:30][CH2:29][CH2:28][CH2:27][CH2:26][NH:25][CH2:24][CH2:23][CH2:22][NH:7][CH2:8][CH2:9][CH2:10][NH:11][C:12](=[O:13])[C:14]1[CH:19]=[CH:18][C:17]([NH:20][NH2:21])=[N:16][CH:15]=1, predict the reactants needed to synthesize it. The reactants are: C(OC(=O)[N:7]([CH2:22][CH2:23][CH2:24][N:25](C(OC(C)(C)C)=O)[CH2:26][CH2:27][CH2:28][CH2:29][N:30](C(OC(C)(C)C)=O)[CH2:31][CH2:32][CH:33]([NH2:41])C(OC(C)(C)C)=O)[CH2:8][CH2:9][CH2:10][NH:11][C:12]([C:14]1[CH:15]=[N:16][C:17]([NH:20][NH2:21])=[CH:18][CH:19]=1)=[O:13])(C)(C)C.C(#N)C. (2) Given the product [CH3:14][C:12]1[C:11]([C:15]([F:16])([F:17])[F:18])=[CH:10][C:9]2[NH:19][C:26](=[O:44])[CH2:27][C:28]([C:30]3[CH:35]=[CH:34][CH:33]=[C:32]([C:36]4[CH:41]=[C:40]([NH:42][CH3:43])[N:39]=[CH:38][N:37]=4)[CH:31]=3)=[N:7][C:8]=2[CH:13]=1, predict the reactants needed to synthesize it. The reactants are: C(OC(=O)[NH:7][C:8]1[CH:13]=[C:12]([CH3:14])[C:11]([C:15]([F:18])([F:17])[F:16])=[CH:10][C:9]=1[NH2:19])(C)(C)C.C(O[C:26](=[O:44])[CH2:27][C:28]([C:30]1[CH:35]=[CH:34][CH:33]=[C:32]([C:36]2[CH:41]=[C:40]([NH:42][CH3:43])[N:39]=[CH:38][N:37]=2)[CH:31]=1)=O)(C)(C)C. (3) The reactants are: CN1C(=O)N(C)CCC1.[Cl:10][C:11]1[CH:16]=[CH:15][C:14]([NH:17][C:18](=[O:28])[CH2:19][CH2:20][C:21]2[CH:26]=[CH:25][C:24]([OH:27])=[CH:23][CH:22]=2)=[CH:13][C:12]=1[C:29]([F:32])([F:31])[F:30].Cl[C:34]1[CH:39]=[CH:38][N:37]=[C:36]([C:40]([NH:42][CH3:43])=[O:41])[CH:35]=1.CC([O-])(C)C.[K+]. Given the product [Cl:10][C:11]1[CH:16]=[CH:15][C:14]([NH:17][C:18](=[O:28])[CH2:19][CH2:20][C:21]2[CH:26]=[CH:25][C:24]([O:27][C:34]3[CH:39]=[CH:38][N:37]=[C:36]([C:40]([NH:42][CH3:43])=[O:41])[CH:35]=3)=[CH:23][CH:22]=2)=[CH:13][C:12]=1[C:29]([F:30])([F:31])[F:32], predict the reactants needed to synthesize it. (4) Given the product [Cl:10][CH2:11][C:12]1[CH:20]=[C:19]([CH:18]=[CH:17][C:13]=1[C:14](=[O:15])[C:5]1[CH:6]=[CH:7][C:2]([F:1])=[CH:3][CH:4]=1)[C:21]#[N:22], predict the reactants needed to synthesize it. The reactants are: [F:1][C:2]1[CH:7]=[CH:6][C:5]([Mg]Br)=[CH:4][CH:3]=1.[Cl:10][CH2:11][C:12]1[CH:20]=[C:19]([C:21]#[N:22])[CH:18]=[CH:17][C:13]=1[C:14](Cl)=[O:15].Cl. (5) Given the product [O:76]1[C:72]2[CH:71]=[CH:70][C:69]([C:67](=[O:68])[CH2:66][S:13][C@H:10]3[C:11](=[O:12])[N:8]([C:5]4[CH:6]=[CH:7][C:2]([F:1])=[CH:3][CH:4]=4)[C@@H:9]3[C:24]3[CH:25]=[CH:26][C:27]([O:28][CH2:29][C:30]([OH:32])=[O:31])=[CH:37][CH:38]=3)=[CH:77][C:73]=2[CH2:74][CH2:75]1, predict the reactants needed to synthesize it. The reactants are: [F:1][C:2]1[CH:7]=[CH:6][C:5]([N:8]2[C:11](=[O:12])[C@H:10]([S:13]SC3C([N+]([O-])=O)=CC=CN=3)[C@H:9]2[C:24]2[CH:38]=[CH:37][C:27]([O:28][CH2:29][C:30]([O:32]C(C)(C)C)=[O:31])=[CH:26][CH:25]=2)=[CH:4][CH:3]=1.C1(P(C2C=CC=CC=2)C2C=CC=CC=2)C=CC=CC=1.CCN(CC)CC.Cl[CH2:66][C:67]([C:69]1[CH:70]=[CH:71][C:72]2[O:76][CH2:75][CH2:74][C:73]=2[CH:77]=1)=[O:68]. (6) The reactants are: [Cl:1][C:2]1[CH:3]=[C:4]([N:22]2[C:27](=[O:28])[NH:26][C:25](=[O:29])[CH:24]=[N:23]2)[CH:5]=[CH:6][C:7]=1[C:8](Cl)([C:14]1[CH:19]=[CH:18][C:17]([Cl:20])=[CH:16][CH:15]=1)[C:9]1[S:10][CH:11]=[CH:12][N:13]=1.[NH4+:30].[OH-].Cl. Given the product [Cl:1][C:2]1[CH:3]=[C:4]([N:22]2[C:27](=[O:28])[NH:26][C:25](=[O:29])[CH:24]=[N:23]2)[CH:5]=[CH:6][C:7]=1[C:8]([NH2:30])([C:14]1[CH:19]=[CH:18][C:17]([Cl:20])=[CH:16][CH:15]=1)[C:9]1[S:10][CH:11]=[CH:12][N:13]=1, predict the reactants needed to synthesize it.